Task: Predict the reactants needed to synthesize the given product.. Dataset: Full USPTO retrosynthesis dataset with 1.9M reactions from patents (1976-2016) (1) Given the product [F:12][C:13]1[CH:18]=[CH:17][C:16]([C:19]2[CH:27]=[CH:26][C:22]([C:23]([NH:1][C:2]3[CH:11]=[C:10]4[C:5]([CH:6]=[CH:7][CH:8]=[N:9]4)=[CH:4][CH:3]=3)=[O:24])=[C:21]([CH3:28])[N:20]=2)=[CH:15][CH:14]=1, predict the reactants needed to synthesize it. The reactants are: [NH2:1][C:2]1[CH:11]=[C:10]2[C:5]([CH:6]=[CH:7][CH:8]=[N:9]2)=[CH:4][CH:3]=1.[F:12][C:13]1[CH:18]=[CH:17][C:16]([C:19]2[CH:27]=[CH:26][C:22]([C:23](O)=[O:24])=[C:21]([CH3:28])[N:20]=2)=[CH:15][CH:14]=1. (2) Given the product [CH:58]1([C:2]2[CH:18]=[CH:17][C:16]([C@H:19]3[C@H:24]([O:25][CH2:26][C:27]4[CH:32]=[CH:31][CH:30]=[CH:29][CH:28]=4)[C@@H:23]([O:33][CH2:34][C:35]4[CH:40]=[CH:39][CH:38]=[CH:37][CH:36]=4)[C@H:22]([O:41][CH2:42][C:43]4[CH:44]=[CH:45][CH:46]=[CH:47][CH:48]=4)[C@@H:21]([CH2:49][O:50][CH2:51][C:52]4[CH:53]=[CH:54][CH:55]=[CH:56][CH:57]=4)[S:20]3)=[CH:15][C:3]=2[CH2:4][C:5]2[CH:14]=[CH:13][C:8]3[O:9][CH2:10][CH2:11][O:12][C:7]=3[CH:6]=2)[CH2:60][CH2:59]1, predict the reactants needed to synthesize it. The reactants are: Br[C:2]1[CH:18]=[CH:17][C:16]([C@H:19]2[C@H:24]([O:25][CH2:26][C:27]3[CH:32]=[CH:31][CH:30]=[CH:29][CH:28]=3)[C@@H:23]([O:33][CH2:34][C:35]3[CH:40]=[CH:39][CH:38]=[CH:37][CH:36]=3)[C@H:22]([O:41][CH2:42][C:43]3[CH:48]=[CH:47][CH:46]=[CH:45][CH:44]=3)[C@@H:21]([CH2:49][O:50][CH2:51][C:52]3[CH:57]=[CH:56][CH:55]=[CH:54][CH:53]=3)[S:20]2)=[CH:15][C:3]=1[CH2:4][C:5]1[CH:14]=[CH:13][C:8]2[O:9][CH2:10][CH2:11][O:12][C:7]=2[CH:6]=1.[CH:58]1(B(O)O)[CH2:60][CH2:59]1.P([O-])([O-])([O-])=O.[K+].[K+].[K+].C1(C)C=CC=CC=1.